Dataset: Forward reaction prediction with 1.9M reactions from USPTO patents (1976-2016). Task: Predict the product of the given reaction. (1) Given the reactants Br[C:2]1[CH:3]=[C:4]2[C:9](=[O:10])[N:8]3[CH2:11][CH2:12][NH:13][C:7]3([C:14]3[CH:19]=[CH:18][C:17]([O:20][CH3:21])=[CH:16][CH:15]=3)[CH2:6][N:5]2[CH:22]=1.[CH3:23][N:24](C=O)C, predict the reaction product. The product is: [CH3:21][O:20][C:17]1[CH:18]=[CH:19][C:14]([C:7]23[NH:13][CH2:12][CH2:11][N:8]2[C:9](=[O:10])[C:4]2[N:5]([CH:22]=[C:2]([C:23]#[N:24])[CH:3]=2)[CH2:6]3)=[CH:15][CH:16]=1. (2) Given the reactants Cl.[NH:2]1[CH2:7][CH2:6][CH2:5][C@@H:4]([NH:8][C:9]([C:11]2[C:15]3[N:16]=[CH:17][N:18]=[C:19]([C:20]4[CH:25]=[C:24]([F:26])[C:23]([O:27][CH3:28])=[CH:22][C:21]=4[O:29][CH2:30][CH:31]4[CH2:33][CH2:32]4)[C:14]=3[NH:13][CH:12]=2)=[O:10])[CH2:3]1.[C:34](Cl)(=[O:36])[CH3:35], predict the reaction product. The product is: [C:34]([N:2]1[CH2:7][CH2:6][CH2:5][C@@H:4]([NH:8][C:9]([C:11]2[C:15]3[N:16]=[CH:17][N:18]=[C:19]([C:20]4[CH:25]=[C:24]([F:26])[C:23]([O:27][CH3:28])=[CH:22][C:21]=4[O:29][CH2:30][CH:31]4[CH2:32][CH2:33]4)[C:14]=3[NH:13][CH:12]=2)=[O:10])[CH2:3]1)(=[O:36])[CH3:35]. (3) Given the reactants [NH2:1][C:2]1[CH:11]=[C:10]2[C:5]([CH:6]=[CH:7][C:8]([S:12]([NH:15][C:16]3[CH:17]=[CH:18][C:19]([Cl:26])=[C:20]([CH:25]=3)[C:21]([O:23][CH3:24])=[O:22])(=[O:14])=[O:13])=[CH:9]2)=[CH:4][CH:3]=1.[C:27](N1C=CN=C1)(N1C=CN=C1)=[S:28].C1COCC1, predict the reaction product. The product is: [Cl:26][C:19]1[CH:18]=[CH:17][C:16]([NH:15][S:12]([C:8]2[CH:7]=[CH:6][C:5]3[C:10](=[CH:11][C:2]([N:1]=[C:27]=[S:28])=[CH:3][CH:4]=3)[CH:9]=2)(=[O:14])=[O:13])=[CH:25][C:20]=1[C:21]([O:23][CH3:24])=[O:22]. (4) Given the reactants [NH2:1][C:2]1[CH:7]=[CH:6][C:5]([C:8]2[C:13]([CH3:14])=[CH:12][CH:11]=[C:10]([C:15]([NH:17][C:18]3[CH:23]=[CH:22][CH:21]=[C:20]([C:24]([F:27])([F:26])[F:25])[CH:19]=3)=[O:16])[CH:9]=2)=[CH:4][CH:3]=1.Cl[C:29]1[C:34]([I:35])=[CH:33][N:32]=[CH:31][N:30]=1.C(O)C.C([O-])([O-])=O.[Na+].[Na+], predict the reaction product. The product is: [I:35][C:34]1[C:29]([NH:1][C:2]2[CH:7]=[CH:6][C:5]([C:8]3[C:13]([CH3:14])=[CH:12][CH:11]=[C:10]([C:15]([NH:17][C:18]4[CH:23]=[CH:22][CH:21]=[C:20]([C:24]([F:25])([F:26])[F:27])[CH:19]=4)=[O:16])[CH:9]=3)=[CH:4][CH:3]=2)=[N:30][CH:31]=[N:32][CH:33]=1.